Dataset: NCI-60 drug combinations with 297,098 pairs across 59 cell lines. Task: Regression. Given two drug SMILES strings and cell line genomic features, predict the synergy score measuring deviation from expected non-interaction effect. (1) Drug 1: C1=CN(C(=O)N=C1N)C2C(C(C(O2)CO)O)O.Cl. Drug 2: CCCCCOC(=O)NC1=NC(=O)N(C=C1F)C2C(C(C(O2)C)O)O. Cell line: NCI-H226. Synergy scores: CSS=26.3, Synergy_ZIP=-1.17, Synergy_Bliss=-0.0780, Synergy_Loewe=-0.511, Synergy_HSA=-0.175. (2) Drug 1: C1=CC(=CC=C1CCCC(=O)O)N(CCCl)CCCl. Drug 2: COC1=NC(=NC2=C1N=CN2C3C(C(C(O3)CO)O)O)N. Cell line: NCI-H226. Synergy scores: CSS=10.9, Synergy_ZIP=-3.55, Synergy_Bliss=3.21, Synergy_Loewe=-3.03, Synergy_HSA=2.52.